Dataset: Full USPTO retrosynthesis dataset with 1.9M reactions from patents (1976-2016). Task: Predict the reactants needed to synthesize the given product. (1) The reactants are: Br[C:2]1[C:13](=[O:14])[N:12]([CH2:15][CH3:16])[C:5]2[N:6]=[C:7]([S:10][CH3:11])[N:8]=[CH:9][C:4]=2[CH:3]=1.[CH3:17][S:18]([C:21]1[CH:26]=[CH:25][CH:24]=[CH:23][C:22]=1B(O)O)(=[O:20])=[O:19].P([O-])([O-])([O-])=O.[K+].[K+].[K+]. Given the product [CH2:15]([N:12]1[C:5]2[N:6]=[C:7]([S:10][CH3:11])[N:8]=[CH:9][C:4]=2[CH:3]=[C:2]([C:22]2[CH:23]=[CH:24][CH:25]=[CH:26][C:21]=2[S:18]([CH3:17])(=[O:20])=[O:19])[C:13]1=[O:14])[CH3:16], predict the reactants needed to synthesize it. (2) The reactants are: [O:1]1[C:5]2[CH:6]=[CH:7][C:8]([C:10]3([C:13]([NH:15][C:16]4[CH:21]=[C:20]([C:22]5[CH:27]=[CH:26][C:25]([C:28](=[O:32])[N:29]([CH3:31])[CH3:30])=[CH:24][CH:23]=5)[C:19]([C:33]([O:35]C)=[O:34])=[CH:18][CH:17]=4)=[O:14])[CH2:12][CH2:11]3)=[CH:9][C:4]=2[O:3][CH2:2]1. Given the product [O:1]1[C:5]2[CH:6]=[CH:7][C:8]([C:10]3([C:13]([NH:15][C:16]4[CH:21]=[C:20]([C:22]5[CH:27]=[CH:26][C:25]([C:28](=[O:32])[N:29]([CH3:31])[CH3:30])=[CH:24][CH:23]=5)[C:19]([C:33]([OH:35])=[O:34])=[CH:18][CH:17]=4)=[O:14])[CH2:12][CH2:11]3)=[CH:9][C:4]=2[O:3][CH2:2]1, predict the reactants needed to synthesize it. (3) Given the product [CH3:1][C:2]1[C:10]2[C:5](=[CH:6][CH:7]=[CH:8][C:9]=2[CH2:11][NH2:12])[NH:4][CH:3]=1, predict the reactants needed to synthesize it. The reactants are: [CH3:1][C:2]1[C:10]2[C:9]([C:11]#[N:12])=[CH:8][CH:7]=[CH:6][C:5]=2[NH:4][CH:3]=1.